This data is from Forward reaction prediction with 1.9M reactions from USPTO patents (1976-2016). The task is: Predict the product of the given reaction. (1) Given the reactants [NH:1]1[CH2:6][CH2:5][CH:4]([C:7]2[CH:12]=[CH:11][N:10]=[CH:9][CH:8]=2)[CH2:3][CH2:2]1.C(N(CC)CC)C.[C:20](Cl)([O:22][CH2:23][C:24]1[CH:29]=[CH:28][CH:27]=[CH:26][CH:25]=1)=[O:21].C([O-])(O)=O.[Na+], predict the reaction product. The product is: [N:10]1[CH:9]=[CH:8][C:7]([CH:4]2[CH2:5][CH2:6][N:1]([C:20]([O:22][CH2:23][C:24]3[CH:29]=[CH:28][CH:27]=[CH:26][CH:25]=3)=[O:21])[CH2:2][CH2:3]2)=[CH:12][CH:11]=1. (2) Given the reactants CC1C=CC(S(O[CH2:12][CH:13]2[O:18][C:17]3[CH:19]=[C:20]([O:23][S:24]([C:27]([F:30])([F:29])[F:28])(=[O:26])=[O:25])[CH:21]=[CH:22][C:16]=3[O:15][CH2:14]2)(=O)=O)=CC=1.[NH:31]1[CH2:36][CH2:35][O:34][CH2:33][CH2:32]1, predict the reaction product. The product is: [F:30][C:27]([F:28])([F:29])[S:24]([O:23][C:20]1[CH:21]=[CH:22][C:16]2[O:15][CH2:14][CH:13]([CH2:12][N:31]3[CH2:36][CH2:35][O:34][CH2:33][CH2:32]3)[O:18][C:17]=2[CH:19]=1)(=[O:26])=[O:25]. (3) Given the reactants [NH2:1][CH2:2][CH2:3][C:4]([N:6]1[CH2:11][CH2:10][N:9]([C:12]2[C:17]([Br:18])=[CH:16][N:15]=[C:14]3[NH:19][CH:20]=[C:21]([NH:22][C:23](=[O:30])[C:24]4[CH:29]=[CH:28][CH:27]=[N:26][CH:25]=4)[C:13]=23)[CH2:8][CH2:7]1)=[O:5].[CH3:31][C:32]([CH3:34])=O.CCN(C(C)C)C(C)C.[BH-](OC(C)=O)(OC(C)=O)OC(C)=O.[Na+].C([O-])([O-])=O.[Na+].[Na+].Cl, predict the reaction product. The product is: [Br:18][C:17]1[C:12]([N:9]2[CH2:8][CH2:7][N:6]([C:4](=[O:5])[CH2:3][CH2:2][NH:1][CH:32]([CH3:34])[CH3:31])[CH2:11][CH2:10]2)=[C:13]2[C:21]([NH:22][C:23](=[O:30])[C:24]3[CH:29]=[CH:28][CH:27]=[N:26][CH:25]=3)=[CH:20][NH:19][C:14]2=[N:15][CH:16]=1.